This data is from Full USPTO retrosynthesis dataset with 1.9M reactions from patents (1976-2016). The task is: Predict the reactants needed to synthesize the given product. (1) Given the product [Cl:61][CH2:62][C@@H:63]([OH:69])[CH2:64][C:65]([O:67][CH3:68])=[O:66], predict the reactants needed to synthesize it. The reactants are: O=C[C@@H]([C@H]([C@@H]([C@@H](CO)O)O)O)O.C1C=[N+]([C@@H]2O[C@H](COP(OP(OC[C@H]3O[C@@H](N4C5N=CN=C(N)C=5N=C4)[C@H](OP(O)(O)=O)[C@@H]3O)(O)=O)(O)=O)[C@@H](O)[C@H]2O)C=C(C(N)=O)C=1.[Cl:61][CH2:62][C:63](=[O:69])[CH2:64][C:65]([O:67][CH3:68])=[O:66].[OH-].[Na+]. (2) Given the product [Br:1][C:2]1[CH:7]=[N:6][C:5]([Cl:8])=[C:4]2[NH:9][CH:12]=[CH:13][C:3]=12, predict the reactants needed to synthesize it. The reactants are: [Br:1][C:2]1[CH:3]=[C:4]([N+:9]([O-])=O)[C:5]([Cl:8])=[N:6][CH:7]=1.[CH:12]([Mg]Br)=[CH2:13]. (3) Given the product [CH3:11][N:12]([CH3:13])[C:2]1[CH:7]=[CH:6][C:5]([N+:8]([O-:10])=[O:9])=[CH:4][N:3]=1, predict the reactants needed to synthesize it. The reactants are: Cl[C:2]1[CH:7]=[CH:6][C:5]([N+:8]([O-:10])=[O:9])=[CH:4][N:3]=1.[CH3:11][NH:12][CH3:13].CO. (4) Given the product [I:11][C:8]1[C:4]2=[N:5][CH:6]=[CH:7][C:2]([CH3:1])=[C:3]2[NH:10][CH:9]=1, predict the reactants needed to synthesize it. The reactants are: [CH3:1][C:2]1[CH:7]=[CH:6][N:5]=[C:4]2[CH:8]=[CH:9][NH:10][C:3]=12.[I:11]N1C(=O)CCC1=O. (5) The reactants are: Cl[CH2:2][CH:3]=O.[CH3:5][O:6][C:7]1[C:12]([CH3:13])=[CH:11][C:10]([C:14]2[N:19]=[C:18]([NH2:20])[CH:17]=[N:16][C:15]=2[CH3:21])=[C:9]([CH3:22])[CH:8]=1. Given the product [CH3:5][O:6][C:7]1[C:12]([CH3:13])=[CH:11][C:10]([C:14]2[N:19]3[CH:2]=[CH:3][N:20]=[C:18]3[CH:17]=[N:16][C:15]=2[CH3:21])=[C:9]([CH3:22])[CH:8]=1, predict the reactants needed to synthesize it.